This data is from hERG potassium channel inhibition data for cardiac toxicity prediction from Karim et al.. The task is: Regression/Classification. Given a drug SMILES string, predict its toxicity properties. Task type varies by dataset: regression for continuous values (e.g., LD50, hERG inhibition percentage) or binary classification for toxic/non-toxic outcomes (e.g., AMES mutagenicity, cardiotoxicity, hepatotoxicity). Dataset: herg_karim. (1) The compound is CC(=O)Nc1cccc(N2CCN(CC3CCN(S(=O)(=O)CC4CCCCC4)CC3)CC2)c1. The result is 1 (blocker). (2) The drug is Cc1nc2ccccc2n1C1C[C@H]2CC[C@H](C1)N2CCC1(c2cccc(F)c2)CCN(C(=O)c2cc(S(=O)(=O)NC3CC3)c(F)cc2Cl)CC1. The result is 0 (non-blocker). (3) The molecule is CCC1(CN)CN(c2c(F)cc3c(=O)c(C(=O)O)cn(C4CC4)c3c2C)C1. The result is 0 (non-blocker). (4) The molecule is COc1cnc(C(=O)Nc2ccc3c(c2)C2(COC(N)=N2)C2(CC2)CO3)cn1. The result is 0 (non-blocker). (5) The compound is N#Cc1ccc(NC(=O)[C@H](CN2CC(O)C2)Oc2ncnc3c2cnn3-c2c(Cl)cccc2C#N)nc1. The result is 1 (blocker). (6) The drug is Clc1c(N2CCC(c3ccccc3)CC2)ccn2c(CC3CC3)nnc12. The result is 1 (blocker). (7) The compound is CC1=C(O)C(=O)C=C2C1=CC=C1[C@@]3(C)CC[C@@]4(C)CC[C@@](C)(C(=O)O)C[C@H]4[C@]3(C)CC[C@@]21C. The result is 0 (non-blocker). (8) The molecule is Cc1cc(-n2cnnn2)ncc1[C@@H](C)C(=O)N1CCN(CCc2ccc3c(c2C)COC3=O)CC1. The result is 0 (non-blocker).